Dataset: Reaction yield outcomes from USPTO patents with 853,638 reactions. Task: Predict the reaction yield, written as a fraction of the theoretical maximum amount of product (1.0 means a 100% yield; for example, 0.34 means a 34% yield). The reactants are [N+:1]([C:4]1[C:10]([CH3:11])=[CH:9][CH:8]=[CH:7][C:5]=1[NH2:6])([O-:3])=[O:2].Br[C:13]1[CH:18]=[CH:17][C:16]([CH2:19][CH2:20][OH:21])=[CH:15][CH:14]=1.C([O-])([O-])=O.[K+].[K+]. The catalyst is [Cu]I.O. The product is [CH3:11][C:10]1[C:4]([N+:1]([O-:3])=[O:2])=[C:5]([CH:7]=[CH:8][CH:9]=1)[NH:6][C:13]1[CH:18]=[CH:17][C:16]([CH2:19][CH2:20][OH:21])=[CH:15][CH:14]=1. The yield is 0.210.